From a dataset of Forward reaction prediction with 1.9M reactions from USPTO patents (1976-2016). Predict the product of the given reaction. Given the reactants [CH2:1]([O:3][C:4](=[O:9])[CH:5]([NH2:8])[C:6]#[N:7])[CH3:2].[C:10](OCC)(OCC)(OCC)[CH2:11][CH3:12].[NH2:22][C:23]1[CH:28]=[CH:27][CH:26]=[CH:25][CH:24]=1, predict the reaction product. The product is: [CH2:1]([O:3][C:4]([C:5]1[N:8]=[C:10]([CH2:11][CH3:12])[N:22]([C:23]2[CH:28]=[CH:27][CH:26]=[CH:25][CH:24]=2)[C:6]=1[NH2:7])=[O:9])[CH3:2].